From a dataset of Forward reaction prediction with 1.9M reactions from USPTO patents (1976-2016). Predict the product of the given reaction. (1) Given the reactants [CH3:1][C:2]([OH:7])([CH3:6])[CH2:3][CH2:4][OH:5].C(N(CC)CC)C.[CH3:15][S:16](Cl)(=[O:18])=[O:17], predict the reaction product. The product is: [CH3:15][S:16]([O:5][CH2:4][CH2:3][C:2]([OH:7])([CH3:6])[CH3:1])(=[O:18])=[O:17]. (2) Given the reactants Br[CH2:2][C:3]1[N:7]([CH3:8])[N:6]=[C:5]([CH2:9][CH3:10])[CH:4]=1.[NH3:11].O, predict the reaction product. The product is: [CH2:9]([C:5]1[CH:4]=[C:3]([CH2:2][NH2:11])[N:7]([CH3:8])[N:6]=1)[CH3:10]. (3) The product is: [C:9]1([CH2:8][N:19]2[CH:23]=[C:22]([C:24]([O:26][CH2:27][CH3:28])=[O:25])[C:21]([C:29]([O:31][CH2:32][CH3:33])=[O:30])=[CH:20]2)[C:18]2[C:13](=[CH:14][CH:15]=[CH:16][CH:17]=2)[CH:12]=[CH:11][CH:10]=1. Given the reactants C(=O)([O-])[O-].[K+].[K+].Cl[CH2:8][C:9]1[C:18]2[C:13](=[CH:14][CH:15]=[CH:16][CH:17]=2)[CH:12]=[CH:11][CH:10]=1.[NH:19]1[CH:23]=[C:22]([C:24]([O:26][CH2:27][CH3:28])=[O:25])[C:21]([C:29]([O:31][CH2:32][CH3:33])=[O:30])=[CH:20]1.Cl, predict the reaction product. (4) Given the reactants [C:1]([O:5][C:6]([NH:8][CH2:9][CH2:10][C:11]1[CH:16]=[CH:15][C:14]([N+:17]([O-])=O)=[CH:13][CH:12]=1)=[O:7])([CH3:4])([CH3:3])[CH3:2].[NH4+].[Cl-], predict the reaction product. The product is: [NH2:17][C:14]1[CH:13]=[CH:12][C:11]([CH2:10][CH2:9][NH:8][C:6]([O:5][C:1]([CH3:4])([CH3:3])[CH3:2])=[O:7])=[CH:16][CH:15]=1. (5) Given the reactants [CH3:1][O:2][C:3]1[CH:8]=[CH:7][C:6]([C:9]2[CH2:10][C@@H:11]3[N:17]([CH:18]=2)[C:16](=[O:19])[C:15]2[CH:20]=[C:21]([O:62][CH3:63])[C:22]([O:24][CH2:25][CH2:26][CH2:27][O:28][C:29]4[C:59]([O:60][CH3:61])=[CH:58][C:32]5[C:33](=[O:57])[N:34]6[CH:49]=[C:48](S(C(F)(F)F)(=O)=O)[CH2:47][C@H:35]6[C:36](=[O:46])[N:37]([CH2:38][O:39][CH2:40][CH2:41][Si:42]([CH3:45])([CH3:44])[CH3:43])[C:31]=5[CH:30]=4)=[CH:23][C:14]=2[N:13]([CH2:64][O:65][CH2:66][CH2:67][Si:68]([CH3:71])([CH3:70])[CH3:69])[C:12]3=[O:72])=[CH:5][CH:4]=1.CC1(C)C(C)(C)OB([C:81]2[CH:86]=[CH:85][C:84]([N:87]3[CH2:92][CH2:91][N:90]([C:93]([O:95][CH2:96][C:97]4[CH:102]=[CH:101][CH:100]=[CH:99][CH:98]=4)=[O:94])[CH2:89][CH2:88]3)=[CH:83][CH:82]=2)O1.C(=O)([O-])[O-].[Na+].[Na+].C1(C)C=CC=CC=1, predict the reaction product. The product is: [CH3:61][O:60][C:59]1[C:29]([O:28][CH2:27][CH2:26][CH2:25][O:24][C:22]2[C:21]([O:62][CH3:63])=[CH:20][C:15]3[C:16](=[O:19])[N:17]4[CH:18]=[C:9]([C:6]5[CH:7]=[CH:8][C:3]([O:2][CH3:1])=[CH:4][CH:5]=5)[CH2:10][C@H:11]4[C:12](=[O:72])[N:13]([CH2:64][O:65][CH2:66][CH2:67][Si:68]([CH3:71])([CH3:70])[CH3:69])[C:14]=3[CH:23]=2)=[CH:30][C:31]2[N:37]([CH2:38][O:39][CH2:40][CH2:41][Si:42]([CH3:43])([CH3:44])[CH3:45])[C:36](=[O:46])[C@@H:35]3[CH2:47][C:48]([C:81]4[CH:82]=[CH:83][C:84]([N:87]5[CH2:88][CH2:89][N:90]([C:93]([O:95][CH2:96][C:97]6[CH:102]=[CH:101][CH:100]=[CH:99][CH:98]=6)=[O:94])[CH2:91][CH2:92]5)=[CH:85][CH:86]=4)=[CH:49][N:34]3[C:33](=[O:57])[C:32]=2[CH:58]=1. (6) Given the reactants [C:1]1([N:7]2[CH2:12][CH2:11][N:10]([CH2:13][CH2:14][NH2:15])[CH2:9][CH2:8]2)[CH:6]=[CH:5][CH:4]=[CH:3][CH:2]=1.[C:16]1([N:22]2[C:26]([C:27]3[CH:32]=[CH:31][CH:30]=[CH:29][CH:28]=3)=[CH:25][C:24]([CH:33]=O)=[N:23]2)[CH:21]=[CH:20][CH:19]=[CH:18][CH:17]=1, predict the reaction product. The product is: [C:16]1([N:22]2[C:26]([C:27]3[CH:32]=[CH:31][CH:30]=[CH:29][CH:28]=3)=[CH:25][C:24]([CH2:33][NH:15][CH2:14][CH2:13][N:10]3[CH2:9][CH2:8][N:7]([C:1]4[CH:2]=[CH:3][CH:4]=[CH:5][CH:6]=4)[CH2:12][CH2:11]3)=[N:23]2)[CH:21]=[CH:20][CH:19]=[CH:18][CH:17]=1. (7) Given the reactants I[CH2:2][CH:3]1[CH2:5][CH2:4]1.[OH:6][NH:7][C:8]1[CH:18]=[CH:17][CH:16]=[CH:15][C:9]=1[C:10]([O:12][CH2:13][CH3:14])=[O:11], predict the reaction product. The product is: [CH:5]1([CH2:4][O:6][NH:7][C:8]2[CH:18]=[CH:17][CH:16]=[CH:15][C:9]=2[C:10]([O:12][CH2:13][CH3:14])=[O:11])[CH2:3][CH2:2]1.